From a dataset of Full USPTO retrosynthesis dataset with 1.9M reactions from patents (1976-2016). Predict the reactants needed to synthesize the given product. Given the product [CH3:14][O:13][C:10]1[CH:11]=[CH:12][C:7]([CH2:1][CH2:2][CH2:3][CH2:4][C:5]2[N:15]=[N:16][NH:17][N:22]=2)=[CH:8][CH:9]=1.[CH3:14][O:13][C:10]1[CH:9]=[CH:8][C:7]([CH2:1][CH2:2][CH2:3][CH2:4][C:5]2[N:15]=[N:16][NH:17][CH:6]=2)=[CH:12][CH:11]=1, predict the reactants needed to synthesize it. The reactants are: [CH2:1]([C:7]1[CH:12]=[CH:11][C:10]([O:13][CH3:14])=[CH:9][CH:8]=1)[CH2:2][CH2:3][CH2:4][C:5]#[CH:6].[N-:15]=[N+:16]=[N-:17].[Na+].[Cl-].[NH4+].C[N:22](C)C=O.